This data is from Peptide-MHC class I binding affinity with 185,985 pairs from IEDB/IMGT. The task is: Regression. Given a peptide amino acid sequence and an MHC pseudo amino acid sequence, predict their binding affinity value. This is MHC class I binding data. (1) The peptide sequence is TAAQAAVVRF. The MHC is HLA-A01:01 with pseudo-sequence HLA-A01:01. The binding affinity (normalized) is 0.0507. (2) The peptide sequence is VLQAGITRV. The MHC is HLA-A68:02 with pseudo-sequence HLA-A68:02. The binding affinity (normalized) is 0.0314. (3) The peptide sequence is QMLADTCPV. The MHC is H-2-Db with pseudo-sequence H-2-Db. The binding affinity (normalized) is 0.232. (4) The peptide sequence is TTIFFRADK. The MHC is HLA-A26:03 with pseudo-sequence HLA-A26:03. The binding affinity (normalized) is 0.0847. (5) The peptide sequence is TLLGLILFVL. The MHC is HLA-A02:06 with pseudo-sequence HLA-A02:06. The binding affinity (normalized) is 0.398. (6) The peptide sequence is YAMMSLFDM. The MHC is HLA-A25:01 with pseudo-sequence HLA-A25:01. The binding affinity (normalized) is 0.0847. (7) The peptide sequence is CMIRWLGGI. The MHC is HLA-A24:02 with pseudo-sequence HLA-A24:02. The binding affinity (normalized) is 0.233.